This data is from Reaction yield outcomes from USPTO patents with 853,638 reactions. The task is: Predict the reaction yield, written as a fraction of the theoretical maximum amount of product (1.0 means a 100% yield; for example, 0.34 means a 34% yield). The reactants are [NH2:1][C@H:2]([C:4]([N:6]1[C:12](=[O:13])[CH:11]([CH3:14])[C:10]2[CH:15]=[CH:16][CH:17]=[CH:18][C:9]=2[C:8]2[C:19]([NH2:23])=[CH:20][CH:21]=[CH:22][C:7]1=2)=[O:5])[CH3:3].N1C=CC=CC=1.[CH2:30]([S:38](Cl)(=[O:40])=[O:39])[CH2:31][CH2:32][CH2:33][CH2:34][CH2:35][CH2:36][CH3:37]. The catalyst is CN(C=O)C. The product is [CH2:30]([S:38]([NH:1][C@H:2]([C:4]([N:6]1[C:12](=[O:13])[CH:11]([CH3:14])[C:10]2[CH:15]=[CH:16][CH:17]=[CH:18][C:9]=2[C:8]2[C:19]([NH2:23])=[CH:20][CH:21]=[CH:22][C:7]1=2)=[O:5])[CH3:3])(=[O:40])=[O:39])[CH2:31][CH2:32][CH2:33][CH2:34][CH2:35][CH2:36][CH3:37]. The yield is 0.340.